This data is from Reaction yield outcomes from USPTO patents with 853,638 reactions. The task is: Predict the reaction yield, written as a fraction of the theoretical maximum amount of product (1.0 means a 100% yield; for example, 0.34 means a 34% yield). (1) The reactants are Br[CH2:2][C:3]1[S:11][C:10]2[C:9]([N:12]3[CH2:17][CH2:16][O:15][CH2:14][CH2:13]3)=[N:8][C:7]([Cl:18])=[N:6][C:5]=2[CH:4]=1.[C:19]([O:23][C:24]([N:26]1[CH2:33][CH:32]2[CH:28]([CH2:29][NH:30][CH2:31]2)[CH2:27]1)=[O:25])([CH3:22])([CH3:21])[CH3:20].C(=O)([O-])[O-].[K+].[K+]. The catalyst is CN(C=O)C.O.CCOC(C)=O. The product is [C:19]([O:23][C:24]([N:26]1[CH2:27][CH:28]2[CH:32]([CH2:31][N:30]([CH2:2][C:3]3[S:11][C:10]4[C:9]([N:12]5[CH2:17][CH2:16][O:15][CH2:14][CH2:13]5)=[N:8][C:7]([Cl:18])=[N:6][C:5]=4[CH:4]=3)[CH2:29]2)[CH2:33]1)=[O:25])([CH3:22])([CH3:20])[CH3:21]. The yield is 0.900. (2) The reactants are [CH3:1][C:2]([C:5]1[CH:13]=[C:9]([C:10]([OH:12])=O)[C:8]([OH:14])=[CH:7][CH:6]=1)([CH3:4])[CH3:3].[F:15][C:16]([F:29])([F:28])[C:17]1[CH:18]=[C:19]([CH:21]=[C:22]([C:24]([F:27])([F:26])[F:25])[CH:23]=1)[NH2:20]. No catalyst specified. The product is [F:15][C:16]([F:28])([F:29])[C:17]1[CH:18]=[C:19]([NH:20][C:10](=[O:12])[C:9]2[CH:13]=[C:5]([C:2]([CH3:1])([CH3:3])[CH3:4])[CH:6]=[CH:7][C:8]=2[OH:14])[CH:21]=[C:22]([C:24]([F:25])([F:27])[F:26])[CH:23]=1. The yield is 0.538. (3) The reactants are [CH2:1]([NH2:13])[CH2:2][CH2:3][CH2:4][CH2:5][CH2:6][CH2:7][CH2:8][CH2:9][CH2:10][CH2:11][CH3:12].[C:14]([OH:18])(=[O:17])[CH:15]=[CH2:16]. No catalyst specified. The product is [CH2:1]([NH:13][CH2:16][CH2:15][C:14]([OH:18])=[O:17])[CH2:2][CH2:3][CH2:4][CH2:5][CH2:6][CH2:7][CH2:8][CH2:9][CH2:10][CH2:11][CH3:12]. The yield is 0.920. (4) The reactants are [CH3:1][N:2]1[CH2:7][CH2:6][N:5]([C:8]2[CH:33]=[CH:32][C:11]([CH2:12][NH:13][C:14]3[N:23]([CH2:24][CH2:25][CH2:26][C:27]([O:29]C)=[O:28])[C:22](=[O:31])[C:21]4[C:16](=[CH:17][CH:18]=[CH:19][CH:20]=4)[N:15]=3)=[CH:10][CH:9]=2)[CH2:4][CH2:3]1. The catalyst is O1CCCC1. The product is [CH3:1][N:2]1[CH2:7][CH2:6][N:5]([C:8]2[CH:33]=[CH:32][C:11]([CH2:12][NH:13][C:14]3[N:23]([CH2:24][CH2:25][CH2:26][C:27]([OH:29])=[O:28])[C:22](=[O:31])[C:21]4[C:16](=[CH:17][CH:18]=[CH:19][CH:20]=4)[N:15]=3)=[CH:10][CH:9]=2)[CH2:4][CH2:3]1. The yield is 0.810. (5) The reactants are [H-].[Na+].[OH:3][CH2:4][CH2:5][N:6]1[CH2:10][CH2:9][CH2:8][C:7]1=[O:11].[NH:12]([C:19]1[N:20]([C:35]2[CH:40]=[CH:39][CH:38]=[CH:37][CH:36]=2)[C:21]2[C:26]([C:27](=[O:29])[CH:28]=1)=[C:25]([C:30]([F:33])([F:32])[F:31])[CH:24]=[C:23](Cl)[N:22]=2)[C:13]1[CH:18]=[CH:17][CH:16]=[CH:15][CH:14]=1. The catalyst is CN(C=O)C. The product is [NH:12]([C:19]1[N:20]([C:35]2[CH:40]=[CH:39][CH:38]=[CH:37][CH:36]=2)[C:21]2[C:26]([C:27](=[O:29])[CH:28]=1)=[C:25]([C:30]([F:33])([F:32])[F:31])[CH:24]=[C:23]([O:3][CH2:4][CH2:5][N:6]1[CH2:10][CH2:9][CH2:8][C:7]1=[O:11])[N:22]=2)[C:13]1[CH:14]=[CH:15][CH:16]=[CH:17][CH:18]=1. The yield is 0.640. (6) The reactants are C([BH3-])#N.[Na+].[CH:5](=O)[C:6]1[CH:11]=[CH:10][CH:9]=[N:8][CH:7]=1.[NH2:13][CH2:14][CH2:15][CH2:16][S:17]([NH:20][C:21]1[CH:26]=[C:25]([C:27]([N:29]2[CH2:34][CH2:33][CH:32]([C:35]3[CH:40]=[CH:39][C:38]([C:41]#[N:42])=[CH:37][CH:36]=3)[CH2:31][CH2:30]2)=[O:28])[CH:24]=[CH:23][C:22]=1[CH3:43])(=[O:19])=[O:18]. The catalyst is C1COCC1. The product is [C:41]([C:38]1[CH:39]=[CH:40][C:35]([CH:32]2[CH2:31][CH2:30][N:29]([C:27]([C:25]3[CH:24]=[CH:23][C:22]([CH3:43])=[C:21]([NH:20][S:17]([CH2:16][CH2:15][CH2:14][NH:13][CH2:5][C:6]4[CH:7]=[N:8][CH:9]=[CH:10][CH:11]=4)(=[O:19])=[O:18])[CH:26]=3)=[O:28])[CH2:34][CH2:33]2)=[CH:36][CH:37]=1)#[N:42]. The yield is 0.215.